Dataset: Forward reaction prediction with 1.9M reactions from USPTO patents (1976-2016). Task: Predict the product of the given reaction. (1) Given the reactants [C:1]([O:5][C:6]([N:8]1[CH2:18][CH2:17][C:11]2([CH2:15][NH:14][C:13](=[O:16])[CH2:12]2)[CH2:10][CH2:9]1)=[O:7])([CH3:4])([CH3:3])[CH3:2].[H-].[Na+].Br[CH2:22][C:23]([O:25][CH3:26])=[O:24], predict the reaction product. The product is: [C:1]([O:5][C:6]([N:8]1[CH2:18][CH2:17][C:11]2([CH2:15][N:14]([CH2:22][C:23]([O:25][CH3:26])=[O:24])[C:13](=[O:16])[CH2:12]2)[CH2:10][CH2:9]1)=[O:7])([CH3:4])([CH3:2])[CH3:3]. (2) Given the reactants [NH2:1][C:2]1[CH:11]=[CH:10][C:9]2[C:4](=[CH:5][CH:6]=[CH:7][CH:8]=2)[C:3]=1[C:12]([O:14][CH3:15])=[O:13].[N:16]1[CH:21]=[CH:20][CH:19]=[CH:18][C:17]=1[S:22](Cl)(=[O:24])=[O:23].N1C=CC=CC=1, predict the reaction product. The product is: [N:16]1[CH:21]=[CH:20][CH:19]=[CH:18][C:17]=1[S:22]([NH:1][C:2]1[CH:11]=[CH:10][C:9]2[C:4](=[CH:5][CH:6]=[CH:7][CH:8]=2)[C:3]=1[C:12]([O:14][CH3:15])=[O:13])(=[O:24])=[O:23]. (3) Given the reactants [N:1]1([C:5]2[CH:10]=[C:9]([CH2:11][O:12][CH2:13][CH:14]3[CH2:16][CH2:15]3)[N:8]=[C:7](Cl)[N:6]=2)[CH2:4][CH2:3][CH2:2]1.[CH3:18][O:19][C:20]1[CH:21]=[C:22]([CH:24]=[CH:25][C:26]=1[N:27]1[CH:31]=[C:30]([CH3:32])[N:29]=[CH:28]1)[NH2:23].C(=O)([O-])[O-].[Cs+].[Cs+].C1(P(C2CCCCC2)C2C=CC=CC=2C2C=CC=CC=2)CCCCC1, predict the reaction product. The product is: [N:1]1([C:5]2[CH:10]=[C:9]([CH2:11][O:12][CH2:13][CH:14]3[CH2:16][CH2:15]3)[N:8]=[C:7]([NH:23][C:22]3[CH:24]=[CH:25][C:26]([N:27]4[CH:31]=[C:30]([CH3:32])[N:29]=[CH:28]4)=[C:20]([O:19][CH3:18])[CH:21]=3)[N:6]=2)[CH2:4][CH2:3][CH2:2]1.